This data is from Catalyst prediction with 721,799 reactions and 888 catalyst types from USPTO. The task is: Predict which catalyst facilitates the given reaction. (1) Reactant: [CH3:1][S:2][C:3]1[N:8]=[C:7]([NH:9][C:10]2[CH:15]=[CH:14][CH:13]=[CH:12][CH:11]=2)[C:6]([C:16]([O:18]CC)=[O:17])=[CH:5][N:4]=1.[OH-].[Li+]. Product: [NH:9]([C:7]1[C:6]([C:16]([OH:18])=[O:17])=[CH:5][N:4]=[C:3]([S:2][CH3:1])[N:8]=1)[C:10]1[CH:15]=[CH:14][CH:13]=[CH:12][CH:11]=1. The catalyst class is: 8. (2) Reactant: [Cl:1][C:2]1[CH:3]=[C:4]([O:13][CH2:14][C:15]23[CH2:22][CH2:21][C:18](/[CH:23]=[CH:24]/[C:25]([OH:27])=[O:26])([CH2:19][CH2:20]2)[CH2:17][CH2:16]3)[C:5]2[O:9][C:8]([CH3:11])([CH3:10])[CH2:7][C:6]=2[CH:12]=1. Product: [Cl:1][C:2]1[CH:3]=[C:4]([O:13][CH2:14][C:15]23[CH2:20][CH2:19][C:18]([CH2:23][CH2:24][C:25]([OH:27])=[O:26])([CH2:21][CH2:22]2)[CH2:17][CH2:16]3)[C:5]2[O:9][C:8]([CH3:11])([CH3:10])[CH2:7][C:6]=2[CH:12]=1. The catalyst class is: 92. (3) Reactant: C([O:8][C:9]1[C:14](=[O:15])[N:13]=[C:12]([CH2:16][C:17]2[CH:22]=[CH:21][CH:20]=[CH:19][C:18]=2[C:23]2[CH2:28][CH2:27][CH2:26][CH2:25][CH:24]=2)[N:11]2[CH2:29][CH2:30][N:31]([CH:34]([CH3:36])[CH3:35])[C:32](=[O:33])[C:10]=12)C1C=CC=CC=1. Product: [CH:23]1([C:18]2[CH:19]=[CH:20][CH:21]=[CH:22][C:17]=2[CH2:16][C:12]2[N:11]3[CH2:29][CH2:30][N:31]([CH:34]([CH3:36])[CH3:35])[C:32](=[O:33])[C:10]3=[C:9]([OH:8])[C:14](=[O:15])[N:13]=2)[CH2:24][CH2:25][CH2:26][CH2:27][CH2:28]1. The catalyst class is: 19. (4) Reactant: [CH:1]1([CH2:4][C:5]2[C:10]([C:11]3[CH:16]=[CH:15][N:14]=[C:13]([NH:17][C:18]4[CH:23]=[CH:22][N:21]=[CH:20][CH:19]=4)[N:12]=3)=[CH:9][N:8]=[C:7](SC)[N:6]=2)[CH2:3][CH2:2]1.[CH:26]([NH2:29])([CH3:28])[CH3:27]. The catalyst class is: 16. Product: [CH:1]1([CH2:4][C:5]2[C:10]([C:11]3[CH:16]=[CH:15][N:14]=[C:13]([NH:17][C:18]4[CH:23]=[CH:22][N:21]=[CH:20][CH:19]=4)[N:12]=3)=[CH:9][N:8]=[C:7]([NH:29][CH:26]([CH3:28])[CH3:27])[N:6]=2)[CH2:3][CH2:2]1. (5) Reactant: OC(C(F)(F)F)=O.[N:8]1[CH:9]=[C:10]([C:17]#[C:18][C:19]2[CH:20]=[C:21]([NH2:26])[CH:22]=[CH:23][C:24]=2[CH3:25])[N:11]2[C:16]=1[CH:15]=[CH:14][CH:13]=[N:12]2.[CH3:27][N:28]([CH3:47])[CH2:29][CH2:30][S:31][C:32]1[NH:33][C:34]([C:40]2[CH:45]=[CH:44][C:43]([F:46])=[CH:42][CH:41]=2)=[C:35]([C:37](O)=[O:38])[N:36]=1.CN(C(ON1N=NC2C=CC=NC1=2)=[N+](C)C)C.F[P-](F)(F)(F)(F)F.CCN(C(C)C)C(C)C. Product: [CH3:27][N:28]([CH3:47])[CH2:29][CH2:30][S:31][C:32]1[NH:33][C:34]([C:40]2[CH:41]=[CH:42][C:43]([F:46])=[CH:44][CH:45]=2)=[C:35]([C:37]([NH:26][C:21]2[CH:22]=[CH:23][C:24]([CH3:25])=[C:19]([C:18]#[C:17][C:10]3[N:11]4[N:12]=[CH:13][CH:14]=[CH:15][C:16]4=[N:8][CH:9]=3)[CH:20]=2)=[O:38])[N:36]=1. The catalyst class is: 18.